This data is from Full USPTO retrosynthesis dataset with 1.9M reactions from patents (1976-2016). The task is: Predict the reactants needed to synthesize the given product. (1) The reactants are: [CH3:1][O:2][C:3]1[CH:4]=[C:5]2[C:9](=[CH:10][CH:11]=1)[NH:8][C:7]([CH3:12])=[CH:6]2.Cl[C:14]1[C:23]2[C:18](=[C:19]([C:24](F)(F)F)[CH:20]=[CH:21][CH:22]=2)[N:17]=[CH:16][CH:15]=1.C(=O)(O)[O-].[Na+]. Given the product [CH3:1][O:2][C:3]1[CH:4]=[C:5]2[C:9](=[CH:10][CH:11]=1)[NH:8][C:7]([CH3:12])=[C:6]2[C:14]1[C:23]2[C:18](=[C:19]([CH3:24])[CH:20]=[CH:21][CH:22]=2)[N:17]=[CH:16][CH:15]=1, predict the reactants needed to synthesize it. (2) Given the product [F:1][CH:2]([F:24])[C:3]1[N:14]([S:15]([C:18]2[CH:23]=[CH:22][CH:21]=[CH:20][CH:19]=2)(=[O:17])=[O:16])[C:6]2=[N:7][CH:8]=[CH:9][C:10]([C:26]3[N:31]=[CH:30][C:29]([S:32]([NH:35][CH:36]4[CH2:37][CH2:38][S:39](=[O:42])(=[O:43])[CH2:40][CH2:41]4)(=[O:33])=[O:34])=[CH:28][CH:27]=3)=[C:5]2[CH:4]=1, predict the reactants needed to synthesize it. The reactants are: [F:1][CH:2]([F:24])[C:3]1[N:14]([S:15]([C:18]2[CH:23]=[CH:22][CH:21]=[CH:20][CH:19]=2)(=[O:17])=[O:16])[C:6]2=[N:7][CH:8]=[CH:9][C:10](B(O)O)=[C:5]2[CH:4]=1.Cl[C:26]1[N:31]=[CH:30][C:29]([S:32]([NH:35][CH:36]2[CH2:41][CH2:40][S:39](=[O:43])(=[O:42])[CH2:38][CH2:37]2)(=[O:34])=[O:33])=[CH:28][CH:27]=1.C(=O)([O-])[O-].[Na+].[Na+].O1CCOCC1. (3) Given the product [F:27][C:28]1[CH:29]=[C:30]2[C:35](=[CH:36][CH:37]=1)[NH:34][CH:33]([CH2:38][N:39]1[CH2:44][CH2:43][N:42]([C:45]3[CH:53]=[CH:52][CH:51]=[C:50]4[C:46]=3[CH:47]=[CH:48][NH:49]4)[CH2:41][CH2:40]1)[CH2:32][CH2:31]2, predict the reactants needed to synthesize it. The reactants are: N1C2C(=C(N3CCN(CC4CCC5C(=CC=CC=5)N4)CC3)C=CC=2)C=C1.[F:27][C:28]1[CH:29]=[C:30]2[C:35](=[CH:36][CH:37]=1)[N:34]=[C:33]([CH2:38][N:39]1[CH2:44][CH2:43][N:42]([C:45]3[CH:53]=[CH:52][CH:51]=[C:50]4[C:46]=3[CH:47]=[CH:48][NH:49]4)[CH2:41][CH2:40]1)[CH:32]=[CH:31]2.